Dataset: Full USPTO retrosynthesis dataset with 1.9M reactions from patents (1976-2016). Task: Predict the reactants needed to synthesize the given product. (1) Given the product [CH3:12][O:11][C:8]1[CH:9]=[CH:10][C:2]([C:21](=[O:34])[C:22]2[CH:27]=[CH:26][C:25]([C:28]3[N:29]=[N:30][N:31]([CH3:33])[N:32]=3)=[CH:24][CH:23]=2)=[C:3]([CH:7]=1)[C:4]([OH:6])=[O:5], predict the reactants needed to synthesize it. The reactants are: Br[C:2]1[CH:10]=[CH:9][C:8]([O:11][CH3:12])=[CH:7][C:3]=1[C:4]([OH:6])=[O:5].C([Li])CCC.CON(C)[C:21](=[O:34])[C:22]1[CH:27]=[CH:26][C:25]([C:28]2[N:29]=[N:30][N:31]([CH3:33])[N:32]=2)=[CH:24][CH:23]=1. (2) Given the product [Cl:3][C:4]1[CH:9]=[CH:8][N:7]=[C:6]([C:10]([NH2:2])=[O:12])[CH:5]=1, predict the reactants needed to synthesize it. The reactants are: [OH-].[NH4+:2].[Cl:3][C:4]1[CH:9]=[CH:8][N:7]=[C:6]([C:10]([O:12]C)=O)[CH:5]=1. (3) Given the product [CH3:41][O:40][C:32]1[CH:31]=[CH:30][C:29]([CH2:28][N:25]2[C:26]3[C:22](=[CH:21][CH:20]=[C:19]([C@H:17]4[C@@:10]5([C:11]6[C:16](=[CH:15][CH:14]=[CH:13][CH:12]=6)[N:8]([CH3:1])[C:9]5=[O:35])[CH2:18]4)[CH:27]=3)[CH:23]=[N:24]2)=[CH:34][CH:33]=1, predict the reactants needed to synthesize it. The reactants are: [CH2:1]([N:8]1[C:16]2[C:11](=[CH:12][CH:13]=[CH:14][CH:15]=2)[C@:10]2([CH2:18][C@H:17]2[C:19]2[CH:27]=[C:26]3[C:22]([CH:23]=[N:24][N:25]3[CH2:28][C:29]3[CH:34]=[CH:33][CH:32]=[CH:31][CH:30]=3)=[CH:21][CH:20]=2)[C:9]1=[O:35])C1C=CC=CC=1.CS([O:40][C@@H:41](C1C=C2C(C=NN2CC2C=CC(OC)=CC=2)=CC=1)COS(C)(=O)=O)(=O)=O.CN1C2C(=CC=CC=2)CC1=O. (4) Given the product [CH:1]1[C:13]2[CH:12]([CH2:14][O:15][C:16]([NH:18][C@:19]34[CH2:55][CH2:54][C@@H:53]([CH:56]([CH3:59])[CH:58]=[O:57])[C@@H:20]3[C@@H:21]3[C@@:34]([CH3:37])([CH2:35][CH2:36]4)[C@@:33]4([CH3:38])[C@@H:24]([C@:25]5([CH3:52])[C@@H:30]([CH2:31][CH2:32]4)[C:29]([CH3:40])([CH3:39])[C:28]([C:41]4[CH:50]=[CH:49][C:44]([C:45]([O:47][CH3:48])=[O:46])=[C:43]([F:51])[CH:42]=4)=[CH:27][CH2:26]5)[CH2:23][CH2:22]3)=[O:17])[C:11]3[C:6](=[CH:7][CH:8]=[CH:9][CH:10]=3)[C:5]=2[CH:4]=[CH:3][CH:2]=1, predict the reactants needed to synthesize it. The reactants are: [CH:1]1[C:13]2[CH:12]([CH2:14][O:15][C:16]([NH:18][C@:19]34[CH2:55][CH2:54][C@@H:53]([C:56]5([CH3:59])[CH2:58][O:57]5)[C@@H:20]3[C@@H:21]3[C@@:34]([CH3:37])([CH2:35][CH2:36]4)[C@@:33]4([CH3:38])[C@@H:24]([C@:25]5([CH3:52])[C@@H:30]([CH2:31][CH2:32]4)[C:29]([CH3:40])([CH3:39])[C:28]([C:41]4[CH:50]=[CH:49][C:44]([C:45]([O:47][CH3:48])=[O:46])=[C:43]([F:51])[CH:42]=4)=[CH:27][CH2:26]5)[CH2:23][CH2:22]3)=[O:17])[C:11]3[C:6](=[CH:7][CH:8]=[CH:9][CH:10]=3)[C:5]=2[CH:4]=[CH:3][CH:2]=1.B(F)(F)F.CCOCC. (5) Given the product [CH2:11]([O:18][C:19]1[CH:24]=[CH:23][C:22]([N:3]2[C:4]3[C:9](=[CH:8][CH:7]=[CH:6][CH:5]=3)[CH:10]=[C:2]2[CH3:1])=[CH:21][CH:20]=1)[C:12]1[CH:17]=[CH:16][CH:15]=[CH:14][CH:13]=1, predict the reactants needed to synthesize it. The reactants are: [CH3:1][C:2]1[NH:3][C:4]2[C:9]([CH:10]=1)=[CH:8][CH:7]=[CH:6][CH:5]=2.[CH2:11]([O:18][C:19]1[CH:24]=[CH:23][C:22](I)=[CH:21][CH:20]=1)[C:12]1[CH:17]=[CH:16][CH:15]=[CH:14][CH:13]=1.C(=O)([O-])[O-].[K+].[K+]. (6) Given the product [C:7]([C:9](=[C:2]([CH:4]1[CH2:6][CH2:5]1)[CH3:1])[C:10]([O:12][CH2:13][CH3:14])=[O:11])#[N:8], predict the reactants needed to synthesize it. The reactants are: [CH3:1][C:2]([CH:4]1[CH2:6][CH2:5]1)=O.[C:7]([CH2:9][C:10]([O:12][CH2:13][CH3:14])=[O:11])#[N:8]. (7) Given the product [Br:34][C:35]1[N:40]=[C:39]([NH:41][C@H:42]2[CH2:47][CH2:46][CH2:45][C@@H:44]([NH:48][C:7]([C:5]3[N:4]=[CH:3][N:2]([CH3:1])[CH:6]=3)=[O:9])[CH2:43]2)[C:38]([F:49])=[CH:37][C:36]=1[F:50], predict the reactants needed to synthesize it. The reactants are: [CH3:1][N:2]1[CH:6]=[C:5]([C:7]([OH:9])=O)[N:4]=[CH:3]1.F[P-](F)(F)(F)(F)F.CN(C(=[N+](C)C)ON1C2=NC=CC=C2N=N1)C.[Br:34][C:35]1[N:40]=[C:39]([NH:41][C@H:42]2[CH2:47][CH2:46][CH2:45][C@@H:44]([NH2:48])[CH2:43]2)[C:38]([F:49])=[CH:37][C:36]=1[F:50].C(N(CC)C(C)C)(C)C.